This data is from Full USPTO retrosynthesis dataset with 1.9M reactions from patents (1976-2016). The task is: Predict the reactants needed to synthesize the given product. The reactants are: [F:1][C:2]1[N:7]=[CH:6][C:5]([NH:8][CH3:9])=[CH:4][CH:3]=1.C([Mg]Cl)(C)C.[CH:15]([C:18]1[NH:22][N:21]=[C:20]([NH:23][C:24]2[C:25]3[CH2:41][CH2:40][CH2:39][C:26]=3[N:27]=[C:28]([N:30]3[CH2:34][CH2:33][CH2:32][C@@H:31]3[C:35](OC)=[O:36])[N:29]=2)[CH:19]=1)([CH3:17])[CH3:16]. Given the product [F:1][C:2]1[N:7]=[CH:6][C:5]([N:8]([CH3:9])[C:35]([C@H:31]2[CH2:32][CH2:33][CH2:34][N:30]2[C:28]2[N:29]=[C:24]([NH:23][C:20]3[CH:19]=[C:18]([CH:15]([CH3:17])[CH3:16])[NH:22][N:21]=3)[C:25]3[CH2:41][CH2:40][CH2:39][C:26]=3[N:27]=2)=[O:36])=[CH:4][CH:3]=1, predict the reactants needed to synthesize it.